This data is from Catalyst prediction with 721,799 reactions and 888 catalyst types from USPTO. The task is: Predict which catalyst facilitates the given reaction. (1) Reactant: C(O)(C(F)(F)F)=O.CC(C)(S([NH:13][C:14]1([C:18]2[CH:23]=[CH:22][C:21]([NH:24][C:25]3[N:30]=[C:29]([CH2:31][CH2:32][C:33]4[CH:38]=[CH:37][CH:36]=[CH:35][C:34]=4[CH2:39][C:40]([NH2:42])=[O:41])[C:28]([CH3:43])=[CH:27][N:26]=3)=[CH:20][CH:19]=2)[CH2:17][O:16][CH2:15]1)=O)C. Product: [NH2:13][C:14]1([C:18]2[CH:23]=[CH:22][C:21]([NH:24][C:25]3[N:30]=[C:29]([CH2:31][CH2:32][C:33]4[CH:38]=[CH:37][CH:36]=[CH:35][C:34]=4[CH2:39][C:40]([NH2:42])=[O:41])[C:28]([CH3:43])=[CH:27][N:26]=3)=[CH:20][CH:19]=2)[CH2:15][O:16][CH2:17]1. The catalyst class is: 2. (2) Reactant: [Cl:1][C:2]1[CH:3]=[C:4]([C:9]2([C:24]([F:27])([F:26])[F:25])[CH2:13][C:12]([C:14]3[CH:22]=[CH:21][C:17]([C:18]([OH:20])=O)=[C:16]([CH3:23])[CH:15]=3)=[CH:11][S:10]2)[CH:5]=[C:6]([Cl:8])[CH:7]=1.CN(C([O:35][N:36]1N=N[C:38]2C=CC=N[C:37]1=2)=[N+](C)C)C.F[P-](F)(F)(F)(F)F.O=S1[CH2:56][CH:55]([NH2:57])[CH2:54]1.C(N(CC)CC)C.CN(C=[O:69])C. Product: [Cl:8][C:6]1[CH:5]=[C:4]([C:9]2([C:24]([F:26])([F:25])[F:27])[CH2:13][C:12]([C:14]3[CH:22]=[CH:21][C:17]([C:18]([NH:57][C@@H:55]4[CH2:56][O:35][N:36]([CH2:37][CH3:38])[C:54]4=[O:69])=[O:20])=[C:16]([CH3:23])[CH:15]=3)=[CH:11][S:10]2)[CH:3]=[C:2]([Cl:1])[CH:7]=1. The catalyst class is: 13. (3) Reactant: [F:1][C:2]1([F:9])[CH2:7][CH2:6][C:5](=O)[CH2:4][CH2:3]1.[C:10]([CH:15]=P(C1C=CC=CC=1)(C1C=CC=CC=1)C1C=CC=CC=1)([O:12][CH2:13][CH3:14])=[O:11]. Product: [F:1][C:2]1([F:9])[CH2:7][CH2:6][C:5](=[CH:15][C:10]([O:12][CH2:13][CH3:14])=[O:11])[CH2:4][CH2:3]1. The catalyst class is: 1. (4) Reactant: [CH:1]1[C:10]2[C:5](=[CH:6][CH:7]=[CH:8][CH:9]=2)[CH:4]=[CH:3][C:2]=1[O:11][C:12]1[CH:19]=[CH:18][C:15]([C:16]#[N:17])=[CH:14][CH:13]=1.C1COCC1.[H-].[Al+3].[Li+].[H-].[H-].[H-].[OH-].[Na+]. Product: [CH:1]1[C:10]2[C:5](=[CH:6][CH:7]=[CH:8][CH:9]=2)[CH:4]=[CH:3][C:2]=1[O:11][C:12]1[CH:19]=[CH:18][C:15]([CH2:16][NH2:17])=[CH:14][CH:13]=1. The catalyst class is: 97. (5) Product: [CH3:1][CH2:2][CH2:3][CH2:4][CH2:5][C:6]([O:8][CH2:9][C@H:10]1[O:15][C@H:14]([O:16][C@H:17]2[O:22][C@H:21]([CH2:23][OH:24])[C@@H:20]([OH:32])[C@H:19]([OH:40])[C@H:18]2[OH:48])[C@H:13]([OH:56])[C@@H:12]([OH:64])[C@@H:11]1[OH:72])=[O:7]. Reactant: [CH3:1][CH2:2][CH2:3][CH2:4][CH2:5][C:6]([O:8][CH2:9][C@H:10]1[O:15][C@H:14]([O:16][C@H:17]2[O:22][C@H:21]([CH2:23][O:24]CC3C=CC=CC=3)[C@@H:20]([O:32]CC3C=CC=CC=3)[C@H:19]([O:40]CC3C=CC=CC=3)[C@H:18]2[O:48]CC2C=CC=CC=2)[C@H:13]([O:56]CC2C=CC=CC=2)[C@@H:12]([O:64]CC2C=CC=CC=2)[C@@H:11]1[O:72]CC1C=CC=CC=1)=[O:7].C(OCC)(=O)C.CO. The catalyst class is: 29. (6) Reactant: [Br:1][C:2]1[CH:7]=[CH:6][C:5]([CH2:8][S:9](Cl)(=[O:11])=[O:10])=[CH:4][CH:3]=1.N1C=CC=CC=1.[Cl:19][C:20]1[CH:21]=[C:22]([CH:24]=[CH:25][CH:26]=1)[NH2:23].Cl. Product: [Br:1][C:2]1[CH:7]=[CH:6][C:5]([CH2:8][S:9]([NH:23][C:22]2[CH:24]=[CH:25][CH:26]=[C:20]([Cl:19])[CH:21]=2)(=[O:11])=[O:10])=[CH:4][CH:3]=1. The catalyst class is: 2.